The task is: Predict the product of the given reaction.. This data is from Forward reaction prediction with 1.9M reactions from USPTO patents (1976-2016). (1) The product is: [Br:21][CH:15]([C:13]1[S:14][C:10]([S:9][C:3]2[CH:4]=[CH:5][C:6]([Cl:8])=[CH:7][C:2]=2[Cl:1])=[C:11]([N+:18]([O-:20])=[O:19])[CH:12]=1)[CH3:16]. Given the reactants [Cl:1][C:2]1[CH:7]=[C:6]([Cl:8])[CH:5]=[CH:4][C:3]=1[S:9][C:10]1[S:14][C:13]([CH:15](O)[CH3:16])=[CH:12][C:11]=1[N+:18]([O-:20])=[O:19].[Br:21]P(Br)Br, predict the reaction product. (2) Given the reactants Br[C:2]1[CH:7]=[C:6]([F:8])[CH:5]=[CH:4][C:3]=1[F:9].CCCCCC.C([Li])CCC.[CH3:21][S:22]([CH2:25][CH2:26][CH2:27][CH2:28][CH:29]=[O:30])(=[O:24])=[O:23], predict the reaction product. The product is: [F:9][C:3]1[CH:4]=[CH:5][C:6]([F:8])=[CH:7][C:2]=1[CH:29]([OH:30])[CH2:28][CH2:27][CH2:26][CH2:25][S:22]([CH3:21])(=[O:24])=[O:23]. (3) Given the reactants [Cl:1][C:2]1[C:10]2[N:9]=[C:8]3[N:11]([C:16]4[C:21]([Cl:22])=[CH:20][C:19]([Cl:23])=[CH:18][N:17]=4)[CH2:12][CH2:13][CH2:14][CH2:15][N:7]3[C:6]=2[C:5]([CH2:24][OH:25])=[CH:4][CH:3]=1.[CH3:26][C:27](OI1(OC(C)=O)(OC(C)=O)OC(=O)C2C=CC=CC1=2)=O.C([Mg]Br)C.C(OCC)C, predict the reaction product. The product is: [Cl:1][C:2]1[C:10]2[N:9]=[C:8]3[N:11]([C:16]4[C:21]([Cl:22])=[CH:20][C:19]([Cl:23])=[CH:18][N:17]=4)[CH2:12][CH2:13][CH2:14][CH2:15][N:7]3[C:6]=2[C:5]([CH:24]([OH:25])[CH2:26][CH3:27])=[CH:4][CH:3]=1. (4) Given the reactants [C:1]1(=[C:8]([C:22]2[CH:27]=[CH:26][C:25]([OH:28])=[CH:24][CH:23]=2)[C:9]2[CH:14]=[CH:13][C:12]([O:15][CH2:16][C:17]([O:19]CC)=[O:18])=[CH:11][CH:10]=2)[CH2:7][CH2:6][CH2:5][CH2:4][CH2:3][CH2:2]1.[OH-].[Na+].Cl, predict the reaction product. The product is: [C:1]1(=[C:8]([C:22]2[CH:27]=[CH:26][C:25]([OH:28])=[CH:24][CH:23]=2)[C:9]2[CH:14]=[CH:13][C:12]([O:15][CH2:16][C:17]([OH:19])=[O:18])=[CH:11][CH:10]=2)[CH2:7][CH2:6][CH2:5][CH2:4][CH2:3][CH2:2]1. (5) Given the reactants [Si]([O:8][C@H:9]([C:23]1[CH:32]=[CH:31][C:30]([OH:33])=[C:29]2[C:24]=1[CH:25]=[CH:26][C:27](=[O:34])[NH:28]2)[CH2:10][NH:11][CH:12]1[CH2:17][CH2:16][N:15]([CH2:18][CH2:19][C:20](O)=[O:21])[CH2:14][CH2:13]1)(C(C)(C)C)(C)C.CN(C(ON1N=NC2C=CC=NC1=2)=[N+](C)C)C.F[P-](F)(F)(F)(F)F.C(N(CC)CC)C.[Cl:66][C:67]1[C:68]([CH3:75])=[C:69]([CH:72]=[CH:73][CH:74]=1)[CH2:70][NH2:71], predict the reaction product. The product is: [Cl:66][C:67]1[C:68]([CH3:75])=[C:69]([CH:72]=[CH:73][CH:74]=1)[CH2:70][NH:71][C:20](=[O:21])[CH2:19][CH2:18][N:15]1[CH2:14][CH2:13][CH:12]([NH:11][CH2:10][C@H:9]([OH:8])[C:23]2[CH:32]=[CH:31][C:30]([OH:33])=[C:29]3[C:24]=2[CH:25]=[CH:26][C:27](=[O:34])[NH:28]3)[CH2:17][CH2:16]1. (6) Given the reactants [CH2:1]([O:8][C:9]([NH:11][CH2:12][C@H:13]([OH:31])[CH2:14][C@@H:15]([C:24]([O:26][C:27]([CH3:30])([CH3:29])[CH3:28])=[O:25])[NH:16][C:17]([O:19][C:20]([CH3:23])([CH3:22])[CH3:21])=[O:18])=[O:10])[C:2]1[CH:7]=[CH:6][CH:5]=[CH:4][CH:3]=1.[C:32]1([CH3:52])[CH:37]=[CH:36][C:35]([S:38](O[S:38]([C:35]2[CH:36]=[CH:37][C:32]([CH3:52])=[CH:33][CH:34]=2)(=[O:40])=[O:39])(=[O:40])=[O:39])=[CH:34][CH:33]=1, predict the reaction product. The product is: [CH2:1]([O:8][C:9]([NH:11][CH2:12][C@H:13]([O:31][S:38]([C:35]1[CH:36]=[CH:37][C:32]([CH3:52])=[CH:33][CH:34]=1)(=[O:40])=[O:39])[CH2:14][C@@H:15]([C:24]([O:26][C:27]([CH3:30])([CH3:29])[CH3:28])=[O:25])[NH:16][C:17]([O:19][C:20]([CH3:21])([CH3:22])[CH3:23])=[O:18])=[O:10])[C:2]1[CH:7]=[CH:6][CH:5]=[CH:4][CH:3]=1.